Dataset: Reaction yield outcomes from USPTO patents with 853,638 reactions. Task: Predict the reaction yield, written as a fraction of the theoretical maximum amount of product (1.0 means a 100% yield; for example, 0.34 means a 34% yield). (1) The reactants are [CH3:1][C:2]1([CH3:36])[C:8](=[O:9])[NH:7][C:6]2[N:10]=[CH:11][C:12](/[CH:14]=[CH:15]/[C:16]([N:18]([CH3:35])[CH2:19][C:20]3[CH:25]=[CH:24][CH:23]=[C:22]([O:26][C:27]([F:30])([F:29])[F:28])[C:21]=3[O:31][CH2:32][CH2:33][CH3:34])=[O:17])=[CH:13][C:5]=2[CH2:4][NH:3]1.[ClH:37]. The catalyst is C(Cl)Cl.C(OCC)C. The product is [ClH:37].[CH3:36][C:2]1([CH3:1])[C:8](=[O:9])[NH:7][C:6]2[N:10]=[CH:11][C:12](/[CH:14]=[CH:15]/[C:16]([N:18]([CH3:35])[CH2:19][C:20]3[CH:25]=[CH:24][CH:23]=[C:22]([O:26][C:27]([F:29])([F:30])[F:28])[C:21]=3[O:31][CH2:32][CH2:33][CH3:34])=[O:17])=[CH:13][C:5]=2[CH2:4][NH:3]1. The yield is 0.820. (2) The yield is 0.660. The product is [O:8]([C:15]1[CH:21]=[CH:20][CH:19]=[CH:18][C:16]=1[NH:17][S:2]([NH:5][C:6]([NH:31][C:32]1[S:33][CH:34]=[CH:35][N:36]=1)=[O:7])(=[O:4])=[O:3])[C:9]1[CH:10]=[CH:11][CH:12]=[CH:13][CH:14]=1. The reactants are Cl[S:2]([N:5]=[C:6]=[O:7])(=[O:4])=[O:3].[O:8]([C:15]1[CH:21]=[CH:20][CH:19]=[CH:18][C:16]=1[NH2:17])[C:9]1[CH:14]=[CH:13][CH:12]=[CH:11][CH:10]=1.CCN(C(C)C)C(C)C.[NH2:31][C:32]1[S:33][CH:34]=[CH:35][N:36]=1. The catalyst is O1CCCC1. (3) The reactants are C(N(CC)CC)C.[OH:8][C@H:9]([CH2:26][NH:27][CH2:28][CH:29]([CH3:31])[CH3:30])[C@@H:10]([NH:18][C:19](=[O:25])[O:20][C:21]([CH3:24])([CH3:23])[CH3:22])[CH2:11][C:12]1[CH:17]=[CH:16][CH:15]=[CH:14][CH:13]=1.[N+:32]([C:35]1[CH:40]=[CH:39][C:38]([S:41](Cl)(=[O:43])=[O:42])=[CH:37][CH:36]=1)([O-:34])=[O:33]. The catalyst is C(Cl)Cl. The product is [OH:8][C@H:9]([CH2:26][N:27]([CH2:28][CH:29]([CH3:31])[CH3:30])[S:41]([C:38]1[CH:37]=[CH:36][C:35]([N+:32]([O-:34])=[O:33])=[CH:40][CH:39]=1)(=[O:42])=[O:43])[C@@H:10]([NH:18][C:19](=[O:25])[O:20][C:21]([CH3:24])([CH3:23])[CH3:22])[CH2:11][C:12]1[CH:17]=[CH:16][CH:15]=[CH:14][CH:13]=1. The yield is 0.800. (4) The reactants are [CH3:1][C:2]1[C:3]([C:16]2[CH:17]=[C:18]([CH:21]=[CH:22][C:23]=2[O:24][C:25]([F:28])([F:27])[F:26])[CH2:19][OH:20])=[CH:4][C:5]2[C:6]([CH3:15])([CH3:14])[CH2:7][CH2:8][C:9]([CH3:13])([CH3:12])[C:10]=2[CH:11]=1.[H-].[Na+].[H][H].F[C:34]1[CH:41]=[CH:40][C:37]([CH:38]=[O:39])=[CH:36][CH:35]=1. The catalyst is CN(C=O)C.C(OCC)(=O)C. The product is [CH3:1][C:2]1[C:3]([C:16]2[CH:17]=[C:18]([CH:21]=[CH:22][C:23]=2[O:24][C:25]([F:27])([F:26])[F:28])[CH2:19][O:20][C:34]2[CH:41]=[CH:40][C:37]([CH:38]=[O:39])=[CH:36][CH:35]=2)=[CH:4][C:5]2[C:6]([CH3:15])([CH3:14])[CH2:7][CH2:8][C:9]([CH3:12])([CH3:13])[C:10]=2[CH:11]=1. The yield is 0.160. (5) The reactants are [K+].[CH3:2][S:3][C:4]1[N:8]([CH2:9][O:10][CH2:11][CH2:12][Si:13]([CH3:16])([CH3:15])[CH3:14])[C:7]([C:17]([O-:19])=O)=[CH:6][N:5]=1.[C:20]1([C:26]2[CH:31]=[C:30]([CH2:32][CH2:33][N:34]3[CH2:39][CH2:38][O:37][CH2:36][CH2:35]3)[CH:29]=[CH:28][C:27]=2[NH2:40])[CH2:25][CH2:24][CH2:23][CH2:22][CH:21]=1.C1CN([P+](Br)(N2CCCC2)N2CCCC2)CC1.F[P-](F)(F)(F)(F)F.CCN(C(C)C)C(C)C. The yield is 0.700. The catalyst is C(Cl)Cl. The product is [C:20]1([C:26]2[CH:31]=[C:30]([CH2:32][CH2:33][N:34]3[CH2:35][CH2:36][O:37][CH2:38][CH2:39]3)[CH:29]=[CH:28][C:27]=2[NH:40][C:17]([C:7]2[N:8]([CH2:9][O:10][CH2:11][CH2:12][Si:13]([CH3:14])([CH3:15])[CH3:16])[C:4]([S:3][CH3:2])=[N:5][CH:6]=2)=[O:19])[CH2:25][CH2:24][CH2:23][CH2:22][CH:21]=1.